Task: Predict the reactants needed to synthesize the given product.. Dataset: Full USPTO retrosynthesis dataset with 1.9M reactions from patents (1976-2016) (1) Given the product [CH3:30][C:17]1([N:14]2[CH2:15][CH2:16][CH:11]([N:3]3[C@@H:4]4[C@H:9]([CH2:8][CH2:7][CH2:6][CH2:5]4)[CH2:10][C:2]3=[O:1])[CH2:12][CH2:13]2)[CH2:18][CH2:19][NH:20][CH2:21][CH2:22]1, predict the reactants needed to synthesize it. The reactants are: [O:1]=[C:2]1[CH2:10][C@@H:9]2[C@H:4]([CH2:5][CH2:6][CH2:7][CH2:8]2)[N:3]1[CH:11]1[CH2:16][CH2:15][N:14]([C:17]2([CH3:30])[CH2:22][CH2:21][N:20](C(OC(C)(C)C)=O)[CH2:19][CH2:18]2)[CH2:13][CH2:12]1. (2) The reactants are: [F:1][C:2]1[CH:7]=[CH:6][C:5]([NH:8][C:9]2[N:14]=[C:13]([NH:15][C:16]3[CH:21]=[CH:20][C:19]([F:22])=[CH:18][CH:17]=3)[N:12]=[C:11]([NH:23][CH2:24][C:25]3[N:30]=[CH:29][CH:28]=[CH:27][N:26]=3)[N:10]=2)=[CH:4][CH:3]=1.[ClH:31].O1CCOCC1. Given the product [F:1][C:2]1[CH:3]=[CH:4][C:5]([NH:8][C:9]2[N:14]=[C:13]([NH:15][C:16]3[CH:17]=[CH:18][C:19]([F:22])=[CH:20][CH:21]=3)[N:12]=[C:11]([NH:23][CH2:24][C:25]3[N:30]=[CH:29][CH:28]=[CH:27][N:26]=3)[N:10]=2)=[CH:6][CH:7]=1.[ClH:31], predict the reactants needed to synthesize it. (3) The reactants are: [F:1][C:2]([C:7]1[CH:12]=[CH:11][C:10](I)=[CH:9][CH:8]=1)([F:6])[CH2:3][CH2:4][CH3:5].C([Mg]Cl)(C)C.C1C[O:22][CH2:21]C1. Given the product [F:1][C:2]([C:7]1[CH:12]=[CH:11][C:10]([CH:21]=[O:22])=[CH:9][CH:8]=1)([F:6])[CH2:3][CH2:4][CH3:5], predict the reactants needed to synthesize it.